This data is from Full USPTO retrosynthesis dataset with 1.9M reactions from patents (1976-2016). The task is: Predict the reactants needed to synthesize the given product. (1) Given the product [CH:1]1([CH:7]([NH:26][C:27]2[CH:28]=[CH:29][C:30]([C:33]([N:35]([CH3:43])[CH2:36][CH2:37][C:38]([OH:40])=[O:39])=[O:34])=[CH:31][CH:32]=2)[C:9]2[N:13]([CH2:14][CH3:15])[N:12]=[C:11]([C:16]3[CH:21]=[CH:20][C:19]([C:22]([F:25])([F:24])[F:23])=[CH:18][CH:17]=3)[CH:10]=2)[CH2:6][CH2:5][CH2:4][CH2:3][CH2:2]1, predict the reactants needed to synthesize it. The reactants are: [CH:1]1([CH:7]([C:9]2[N:13]([CH2:14][CH3:15])[N:12]=[C:11]([C:16]3[CH:21]=[CH:20][C:19]([C:22]([F:25])([F:24])[F:23])=[CH:18][CH:17]=3)[CH:10]=2)O)[CH2:6][CH2:5][CH2:4][CH2:3][CH2:2]1.[NH2:26][C:27]1[CH:32]=[CH:31][C:30]([C:33]([N:35]([CH3:43])[CH2:36][CH2:37][C:38]([O:40]CC)=[O:39])=[O:34])=[CH:29][CH:28]=1. (2) Given the product [C:20]1([O:19][CH2:18][CH2:17][CH2:16][C:7]2[C:6]3[C:10](=[C:2]([C:34]4[C:33]([CH3:46])=[N:32][N:31]([CH3:30])[C:35]=4[CH3:36])[CH:3]=[CH:4][CH:5]=3)[NH:9][C:8]=2[C:11]([O:13][CH2:14][CH3:15])=[O:12])[C:29]2[C:24](=[CH:25][CH:26]=[CH:27][CH:28]=2)[CH:23]=[CH:22][CH:21]=1, predict the reactants needed to synthesize it. The reactants are: Br[C:2]1[CH:3]=[CH:4][CH:5]=[C:6]2[C:10]=1[NH:9][C:8]([C:11]([O:13][CH2:14][CH3:15])=[O:12])=[C:7]2[CH2:16][CH2:17][CH2:18][O:19][C:20]1[C:29]2[C:24](=[CH:25][CH:26]=[CH:27][CH:28]=2)[CH:23]=[CH:22][CH:21]=1.[CH3:30][N:31]1[C:35]([CH3:36])=[C:34](B2OC(C)(C)C(C)(C)O2)[C:33]([CH3:46])=[N:32]1.C1(P(C2CCCCC2)C2C=CC=CC=2C2C(OC)=CC=CC=2OC)CCCCC1.[O-]P([O-])([O-])=O.[K+].[K+].[K+]. (3) Given the product [CH3:25][N:26]([CH3:31])[CH2:27][C@H:28]([NH:30][C:21]([C:17]1[C:18]2[C:13](=[N:12][C:11]3[C:20]([N:19]=2)=[C:7]2[CH:6]=[CH:5][CH:4]=[C:3]([O:2][CH3:1])[C:8]2=[CH:9][CH:10]=3)[CH:14]=[CH:15][CH:16]=1)=[O:23])[CH3:29], predict the reactants needed to synthesize it. The reactants are: [CH3:1][O:2][C:3]1[C:8]2=[CH:9][CH:10]=[C:11]3[C:20]([N:19]=[C:18]4[C:13]([CH:14]=[CH:15][CH:16]=[C:17]4[C:21]([OH:23])=O)=[N:12]3)=[C:7]2[CH:6]=[CH:5][CH:4]=1.Cl.[CH3:25][N:26]([CH3:31])[CH2:27][C@H:28]([NH2:30])[CH3:29]. (4) Given the product [C:27]([C:24]1[N:23]=[C:22]([NH:31][CH2:32][C:33]2[O:34][CH:35]=[CH:36][CH:37]=2)[C:21]([C:19]([N:14]([CH2:15][CH:16]([CH3:18])[CH3:17])[C@@H:12]2[CH2:11][C@H:10]([C:38]([N:68]3[CH2:69][CH2:70][C:65]([OH:71])([CH3:64])[CH2:66][CH2:67]3)=[O:39])[CH2:9][N:8]([C:6]([O:5][C:1]([CH3:2])([CH3:4])[CH3:3])=[O:7])[CH2:13]2)=[O:20])=[CH:26][N:25]=1)([CH3:28])([CH3:29])[CH3:30], predict the reactants needed to synthesize it. The reactants are: [C:1]([O:5][C:6]([N:8]1[CH2:13][C@@H:12]([N:14]([C:19]([C:21]2[C:22]([NH:31][CH2:32][C:33]3[O:34][CH:35]=[CH:36][CH:37]=3)=[N:23][C:24]([C:27]([CH3:30])([CH3:29])[CH3:28])=[N:25][CH:26]=2)=[O:20])[CH2:15][CH:16]([CH3:18])[CH3:17])[CH2:11][C@@H:10]([C:38](O)=[O:39])[CH2:9]1)=[O:7])([CH3:4])([CH3:3])[CH3:2].C1C=CC2N(O)N=NC=2C=1.CCN=C=NCCCN(C)C.Cl.Cl.[CH3:64][C:65]1([OH:71])[CH2:70][CH2:69][NH:68][CH2:67][CH2:66]1.